From a dataset of Full USPTO retrosynthesis dataset with 1.9M reactions from patents (1976-2016). Predict the reactants needed to synthesize the given product. (1) Given the product [NH2:1][C:2]1[C:10]2[C:5](=[N:6][C:7]([N:12]3[CH:13]=[CH:19][N:18]=[CH:14]3)=[CH:8][C:9]=2[CH3:11])[S:4][C:3]=1[C:15]([NH2:17])=[O:16], predict the reactants needed to synthesize it. The reactants are: [NH2:1][C:2]1[C:10]2[C:5](=[N:6][C:7]([N:12]([CH3:14])[CH3:13])=[CH:8][C:9]=2[CH3:11])[S:4][C:3]=1[C:15]([NH2:17])=[O:16].[NH:18]1C=CN=[CH:19]1.C(=O)([O-])[O-].[Na+].[Na+]. (2) Given the product [N:10]1([C:9]2[CH:8]=[CH:7][N:6]=[CH:5][C:4]=2[NH2:1])[CH:14]=[CH:13][CH:12]=[N:11]1, predict the reactants needed to synthesize it. The reactants are: [N+:1]([C:4]1[CH:5]=[N:6][CH:7]=[CH:8][C:9]=1[N:10]1[CH:14]=[CH:13][CH:12]=[N:11]1)([O-])=O. (3) Given the product [C:1]([C:3]1[CH:17]=[CH:16][C:6]([O:7][C:8]([CH3:14])([CH3:15])[C:9]([OH:11])=[O:10])=[CH:5][CH:4]=1)#[N:2], predict the reactants needed to synthesize it. The reactants are: [C:1]([C:3]1[CH:17]=[CH:16][C:6]([O:7][C:8]([CH3:15])([CH3:14])[C:9]([O:11]CC)=[O:10])=[CH:5][CH:4]=1)#[N:2].CO.O.[OH-].[Li+].